From a dataset of Forward reaction prediction with 1.9M reactions from USPTO patents (1976-2016). Predict the product of the given reaction. (1) Given the reactants [NH2:1][C:2]1[C:7]([OH:8])=[C:6]([Cl:9])[N:5]=[CH:4][N:3]=1.C([O-])([O-])=O.[Cs+].[Cs+].I[CH:17]([CH3:19])[CH3:18], predict the reaction product. The product is: [Cl:9][C:6]1[N:5]=[CH:4][N:3]=[C:2]([NH2:1])[C:7]=1[O:8][CH:17]([CH3:19])[CH3:18]. (2) The product is: [CH2:1]([O:3][C:4](=[O:5])[NH:6][C:7]1[CH:12]=[CH:11][C:10]2[C:17](=[O:19])[CH2:16][CH2:15][CH2:14][CH2:13][C:9]=2[CH:8]=1)[CH3:2]. Given the reactants [CH2:1]([O:3][C:4]([NH:6][C:7]1[CH:8]=[C:9]([CH2:13][CH2:14][CH2:15][CH2:16][C:17]([OH:19])=O)[CH:10]=[CH:11][CH:12]=1)=[O:5])[CH3:2].O, predict the reaction product. (3) Given the reactants [CH3:1][C:2]1[CH:7]=[C:6]([O:8][C:9]2[CH:14]=[CH:13][CH:12]=[CH:11][CH:10]=2)[CH:5]=[CH:4][C:3]=1[C:15]1[C:23]2[C:22]([NH2:24])=[N:21][CH:20]=[N:19][C:18]=2[N:17]([C@H:25]2[CH2:30][CH2:29][C@H:28]([N:31]3[CH2:36][CH2:35][N:34]([CH3:37])[CH2:33][CH2:32]3)[CH2:27][CH2:26]2)[CH:16]=1.[C:38]([OH:45])(=[O:44])/[CH:39]=[CH:40]\[C:41]([OH:43])=[O:42], predict the reaction product. The product is: [C:38]([OH:45])(=[O:44])/[CH:39]=[CH:40]\[C:41]([OH:43])=[O:42].[C:38]([OH:45])(=[O:44])/[CH:39]=[CH:40]\[C:41]([OH:43])=[O:42].[C:38]([OH:45])(=[O:44])/[CH:39]=[CH:40]\[C:41]([OH:43])=[O:42].[CH3:1][C:2]1[CH:7]=[C:6]([O:8][C:9]2[CH:10]=[CH:11][CH:12]=[CH:13][CH:14]=2)[CH:5]=[CH:4][C:3]=1[C:15]1[C:23]2[C:22]([NH2:24])=[N:21][CH:20]=[N:19][C:18]=2[N:17]([C@H:25]2[CH2:26][CH2:27][C@H:28]([N:31]3[CH2:32][CH2:33][N:34]([CH3:37])[CH2:35][CH2:36]3)[CH2:29][CH2:30]2)[CH:16]=1. (4) Given the reactants [CH3:1][O:2][C:3]([C:5]1[C:6]([C:13]2[CH:18]=[CH:17][CH:16]=[CH:15][N:14]=2)=[N:7][O:8][C:9]=1[C:10]([OH:12])=O)=[O:4].O[N:20]=[C:21]([C:23]1[CH:40]=[CH:39][C:26]([CH2:27][N:28]2[CH2:31][CH:30]([C:32]([O:34][C:35]([CH3:38])([CH3:37])[CH3:36])=[O:33])[CH2:29]2)=[CH:25][CH:24]=1)[NH2:22].N1C=CC=CC=1C1C(C(F)(F)F)=C(C2ON=C(C3C=CC(CN4CC(C(O)=O)C4)=CC=3)N=2)ON=1.C1N(P(Cl)(N2C(=O)OCC2)=O)C(=O)OC1.C(N(CC)CC)C, predict the reaction product. The product is: [C:35]([O:34][C:32]([CH:30]1[CH2:31][N:28]([CH2:27][C:26]2[CH:39]=[CH:40][C:23]([C:21]3[N:22]=[C:10]([C:9]4[O:8][N:7]=[C:6]([C:13]5[CH:18]=[CH:17][CH:16]=[CH:15][N:14]=5)[C:5]=4[C:3]([O:2][CH3:1])=[O:4])[O:12][N:20]=3)=[CH:24][CH:25]=2)[CH2:29]1)=[O:33])([CH3:38])([CH3:36])[CH3:37]. (5) Given the reactants [CH3:1][O:2][C:3]1[CH:8]=[CH:7][C:6]([CH2:9][N:10]2[CH2:14][C:13]3([CH2:19][CH2:18][CH2:17][C:16]([CH2:24][O:25][CH2:26][C:27]4[CH:32]=[CH:31][CH:30]=[CH:29][CH:28]=4)([C:20](OC)=[O:21])[CH2:15]3)[O:12][C:11]2=[O:33])=[CH:5][CH:4]=1.[H-].[Al+3].[Li+].[H-].[H-].[H-].[BH4-].[Li+], predict the reaction product. The product is: [OH:21][CH2:20][C:16]1([CH2:24][O:25][CH2:26][C:27]2[CH:28]=[CH:29][CH:30]=[CH:31][CH:32]=2)[CH2:17][CH2:18][CH2:19][C:13]2([O:12][C:11](=[O:33])[N:10]([CH2:9][C:6]3[CH:7]=[CH:8][C:3]([O:2][CH3:1])=[CH:4][CH:5]=3)[CH2:14]2)[CH2:15]1. (6) The product is: [N+:1]([C:4]1[CH:9]=[CH:8][C:7]([N:10]2[C:11](=[O:17])[CH2:12][CH2:13][C:14]2=[O:16])=[CH:6][C:5]=1[C:18]([F:21])([F:20])[F:19])([O-:3])=[O:2]. Given the reactants [N+:1]([C:4]1[CH:9]=[CH:8][C:7]([NH:10][C:11](=[O:17])[CH2:12][CH2:13][C:14]([OH:16])=O)=[CH:6][C:5]=1[C:18]([F:21])([F:20])[F:19])([O-:3])=[O:2].CC([O-])=O.[Na+], predict the reaction product.